From a dataset of Full USPTO retrosynthesis dataset with 1.9M reactions from patents (1976-2016). Predict the reactants needed to synthesize the given product. (1) Given the product [CH2:1]([O:5][C:6]1[CH:11]=[CH:10][C:9]([CH2:12][C@H:13]([NH:18][C:19]([C@H:21]([C@@:39]([OH:47])([CH2:43][C:44]([OH:46])=[O:45])[C:40]([OH:42])=[O:41])/[CH:22]=[CH:23]/[CH2:24][CH2:25][CH2:26][CH2:27][CH2:28][CH2:29][CH:30]([OH:38])[CH2:31][CH2:32][CH2:33][CH2:34][CH2:35][CH2:36][CH3:37])=[O:20])[C:14]([O:16][CH3:17])=[O:15])=[CH:8][CH:7]=1)[C:2]#[C:3][CH3:4], predict the reactants needed to synthesize it. The reactants are: [CH2:1]([O:5][C:6]1[CH:11]=[CH:10][C:9]([CH2:12][C@H:13]([NH:18][C:19]([C@H:21]([C@@:39]([OH:47])([CH2:43][C:44]([OH:46])=[O:45])[C:40]([OH:42])=[O:41])/[CH:22]=[CH:23]/[CH2:24][CH2:25][CH2:26][CH2:27][CH2:28][CH2:29][C:30](=[O:38])[CH2:31][CH2:32][CH2:33][CH2:34][CH2:35][CH2:36][CH3:37])=[O:20])[C:14]([O:16][CH3:17])=[O:15])=[CH:8][CH:7]=1)[C:2]#[C:3][CH3:4].[BH4-].[Na+]. (2) Given the product [CH3:19][O:7][C:6](=[O:8])[C:5]1[CH:9]=[CH:10][C:2]([I:1])=[C:3]([N+:11]([O-:13])=[O:12])[CH:4]=1, predict the reactants needed to synthesize it. The reactants are: [I:1][C:2]1[CH:10]=[CH:9][C:5]([C:6]([OH:8])=[O:7])=[CH:4][C:3]=1[N+:11]([O-:13])=[O:12].S(=O)(=O)(O)O.[CH3:19]O. (3) Given the product [F:32][C:33]1[CH:41]=[CH:40][CH:39]=[C:38]2[C:34]=1[CH2:35][CH2:36][N:37]2[C:16](=[O:18])[CH2:15][C:3]1[N:2]([CH3:1])[C:7](=[S:8])[CH:6]=[C:5]([N:9]2[CH2:10][CH2:11][O:12][CH2:13][CH2:14]2)[N:4]=1, predict the reactants needed to synthesize it. The reactants are: [CH3:1][N:2]1[C:7](=[S:8])[CH:6]=[C:5]([N:9]2[CH2:14][CH2:13][O:12][CH2:11][CH2:10]2)[N:4]=[C:3]1[CH2:15][C:16]([O-:18])=O.[Na+].Cl.CN(C)CCCN=C=NCC.[F:32][C:33]1[CH:41]=[CH:40][CH:39]=[C:38]2[C:34]=1[CH2:35][CH2:36][NH:37]2. (4) Given the product [CH3:1][O:2][C:3](=[O:15])[CH2:4][CH:5]1[C:9]2[CH:10]=[CH:11][C:12]([O:14][CH2:17][CH2:18][CH2:19][Cl:20])=[CH:13][C:8]=2[O:7][CH2:6]1, predict the reactants needed to synthesize it. The reactants are: [CH3:1][O:2][C:3](=[O:15])[CH2:4][CH:5]1[C:9]2[CH:10]=[CH:11][C:12]([OH:14])=[CH:13][C:8]=2[O:7][CH2:6]1.Br[CH2:17][CH2:18][CH2:19][Cl:20].C(=O)([O-])[O-].[K+].[K+]. (5) Given the product [Cl:1][C:2]1[N:7]=[CH:6][C:5]([CH2:8][N:9]([CH2:14][CH:15]([CH3:17])[CH3:16])[CH2:10][CH2:11][OH:12])=[CH:4][CH:3]=1, predict the reactants needed to synthesize it. The reactants are: [Cl:1][C:2]1[N:7]=[CH:6][C:5]([CH2:8][NH:9][CH2:10][CH2:11][OH:12])=[CH:4][CH:3]=1.I[CH2:14][CH:15]([CH3:17])[CH3:16].C(N(C(C)C)CC)(C)C. (6) Given the product [Br:1][C:2]1[CH:3]=[C:4]2[N:10]([C:21]3[C:30]4[C:25](=[CH:26][C:27]([F:31])=[CH:28][CH:29]=4)[N:24]=[C:23]([C:32]4[NH:33][C:34](=[O:38])[CH:35]=[CH:36][CH:37]=4)[C:22]=3[CH3:40])[CH2:9][C:8]([CH3:12])([CH3:11])[C:5]2=[N:6][CH:7]=1, predict the reactants needed to synthesize it. The reactants are: [Br:1][C:2]1[CH:3]=[C:4]2[NH:10][CH2:9][C:8]([CH3:12])([CH3:11])[C:5]2=[N:6][CH:7]=1.Cl.O1CCOCC1.Cl[C:21]1[C:30]2[C:25](=[CH:26][C:27]([F:31])=[CH:28][CH:29]=2)[N:24]=[C:23]([C:32]2[CH:37]=[CH:36][CH:35]=[C:34]([O:38]C)[N:33]=2)[C:22]=1[CH3:40]. (7) Given the product [C:15]([O:19][C:20](=[O:27])[NH:21][C:22]([CH3:26])([CH3:25])[CH2:23][NH:31][C:30]1[CH:32]=[CH:33][CH:34]=[CH:35][C:29]=1[CH3:28])([CH3:18])([CH3:17])[CH3:16], predict the reactants needed to synthesize it. The reactants are: C(O[BH-](OC(=O)C)OC(=O)C)(=O)C.[Na+].[C:15]([O:19][C:20](=[O:27])[NH:21][C:22]([CH3:26])([CH3:25])[CH:23]=O)([CH3:18])([CH3:17])[CH3:16].[CH3:28][C:29]1[CH:35]=[CH:34][CH:33]=[CH:32][C:30]=1[NH2:31].C(O)(=O)C.C(=O)(O)[O-].[Na+]. (8) Given the product [Br:1][C:2]1[CH:3]=[CH:4][C:5]([N:12]2[CH2:13][CH2:14][C@H:10]([OH:9])[CH2:11]2)=[N:6][CH:7]=1, predict the reactants needed to synthesize it. The reactants are: [Br:1][C:2]1[CH:3]=[CH:4][C:5](F)=[N:6][CH:7]=1.[OH:9][C@H:10]1[CH2:14][CH2:13][NH:12][CH2:11]1.CCN(CC)CC. (9) Given the product [CH2:1]([O:3][C:4]1[C:13]2[C:8](=[CH:9][CH:10]=[C:11](/[CH:14]=[C:15]3/[C:16](=[O:22])[N:17]=[C:18]([NH:34][CH2:33][C:29]4[CH:28]=[C:27]([C:26]([F:36])([F:25])[F:35])[CH:32]=[CH:31][N:30]=4)[S:19]/3)[CH:12]=2)[N:7]=[CH:6][C:5]=1[C:23]#[N:24])[CH3:2], predict the reactants needed to synthesize it. The reactants are: [CH2:1]([O:3][C:4]1[C:13]2[C:8](=[CH:9][CH:10]=[C:11](/[CH:14]=[C:15]3/[C:16](=[O:22])[N:17]=[C:18](SC)[S:19]/3)[CH:12]=2)[N:7]=[CH:6][C:5]=1[C:23]#[N:24])[CH3:2].[F:25][C:26]([F:36])([F:35])[C:27]1[CH:32]=[CH:31][N:30]=[C:29]([CH2:33][NH2:34])[CH:28]=1.CCN(C(C)C)C(C)C. (10) Given the product [C:1]([O:5][C:6]([N:8]1[C@H:17]([CH2:18][OH:19])[CH2:16][C:15]2[C:10](=[CH:11][CH:12]=[CH:13][CH:14]=2)[CH2:9]1)=[O:7])([CH3:4])([CH3:3])[CH3:2], predict the reactants needed to synthesize it. The reactants are: [C:1]([O:5][C:6]([N:8]1[C@H:17]([C:18](O)=[O:19])[CH2:16][C:15]2[C:10](=[CH:11][CH:12]=[CH:13][CH:14]=2)[CH2:9]1)=[O:7])([CH3:4])([CH3:3])[CH3:2].CN(C(ON1N=NC2C=CC=NC1=2)=[N+](C)C)C.F[P-](F)(F)(F)(F)F.CCN(C(C)C)C(C)C.[BH4-].[Na+].